Dataset: Full USPTO retrosynthesis dataset with 1.9M reactions from patents (1976-2016). Task: Predict the reactants needed to synthesize the given product. (1) Given the product [O:39]=[C:14]([N:11]1[CH2:10][CH2:9][NH:8][CH2:13][CH2:12]1)[CH2:15][NH:16][C:17]([C:19]1[C:20]([O:37][CH3:38])=[C:21]2[C:25](=[CH:26][CH:27]=1)[NH:24][N:23]=[C:22]2/[CH:28]=[CH:29]/[C:30]1[CH:31]=[CH:32][C:33]([F:36])=[CH:34][CH:35]=1)=[O:18], predict the reactants needed to synthesize it. The reactants are: C(OC([N:8]1[CH2:13][CH2:12][N:11]([C:14](=[O:39])[CH2:15][NH:16][C:17]([C:19]2[C:20]([O:37][CH3:38])=[C:21]3[C:25](=[CH:26][CH:27]=2)[NH:24][N:23]=[C:22]3/[CH:28]=[CH:29]/[C:30]2[CH:35]=[CH:34][C:33]([F:36])=[CH:32][CH:31]=2)=[O:18])[CH2:10][CH2:9]1)=O)(C)(C)C.FC(F)(F)C(O)=O. (2) Given the product [CH:2]1([NH:8][C:9]2[C:14]([CH3:15])=[C:13]([CH3:16])[N:12]=[C:11]([NH:30][CH2:29][C:28]3[CH:31]=[CH:32][CH:33]=[C:26]([F:25])[CH:27]=3)[N:10]=2)[CH2:3][CH2:4][CH2:5][CH2:6][CH2:7]1, predict the reactants needed to synthesize it. The reactants are: Cl.[CH:2]1([NH:8][C:9]2[C:14]([CH3:15])=[C:13]([CH3:16])[N:12]=[C:11](NCC3C=CC=CN=3)[N:10]=2)[CH2:7][CH2:6][CH2:5][CH2:4][CH2:3]1.[F:25][C:26]1[CH:27]=[C:28]([CH:31]=[CH:32][CH:33]=1)[CH2:29][NH2:30]. (3) Given the product [NH2:20][C:19]1[C:14]2[N:15]([C:11]([C@H:8]3[CH2:7][CH2:6][C@H:5]([C:3]([OH:4])=[O:2])[CH2:10][CH2:9]3)=[N:12][C:13]=2[C:21]2[CH:30]=[C:29]3[C:24]([CH:25]=[CH:26][C:27]([C:31]4[CH:36]=[CH:35][CH:34]=[CH:33][CH:32]=4)=[N:28]3)=[CH:23][CH:22]=2)[CH:16]=[CH:17][N:18]=1, predict the reactants needed to synthesize it. The reactants are: C[O:2][C:3]([C@H:5]1[CH2:10][CH2:9][C@H:8]([C:11]2[N:15]3[CH:16]=[CH:17][N:18]=[C:19]([NH2:20])[C:14]3=[C:13]([C:21]3[CH:30]=[C:29]4[C:24]([CH:25]=[CH:26][C:27]([C:31]5[CH:36]=[CH:35][CH:34]=[CH:33][CH:32]=5)=[N:28]4)=[CH:23][CH:22]=3)[N:12]=2)[CH2:7][CH2:6]1)=[O:4].[OH-].[Na+]. (4) Given the product [C:11]([O:10][C:8](=[O:9])[CH2:7][C:18](=[O:19])[CH2:17][C@H:16]([OH:15])[CH2:21][OH:20])([CH3:14])([CH3:13])[CH3:12], predict the reactants needed to synthesize it. The reactants are: C[Si](Cl)(C)C.Br[CH2:7][C:8]([O:10][C:11]([CH3:14])([CH3:13])[CH3:12])=[O:9].[OH:15][C@@H:16]1[CH2:21][O:20][C:18](=[O:19])[CH2:17]1.[OH-].[Na+].